Task: Predict the product of the given reaction.. Dataset: Forward reaction prediction with 1.9M reactions from USPTO patents (1976-2016) (1) Given the reactants [Cl:1][C:2]1[CH:3]=[CH:4][C:5]([O:10][CH2:11][CH2:12][N:13]2[CH2:18][CH2:17][O:16][CH2:15][CH2:14]2)=[C:6]([CH:9]=1)[C:7]#[N:8].[H-].[Al+3].[Li+].[H-].[H-].[H-].[OH-].[Na+], predict the reaction product. The product is: [ClH:1].[Cl:1][C:2]1[CH:3]=[CH:4][C:5]([O:10][CH2:11][CH2:12][N:13]2[CH2:14][CH2:15][O:16][CH2:17][CH2:18]2)=[C:6]([CH:9]=1)[CH2:7][NH2:8]. (2) Given the reactants [NH2:1][CH2:2][C:3]1[C:4]([F:13])=[C:5]([C:9]([F:12])=[CH:10][CH:11]=1)[C:6]([OH:8])=[O:7].[C:14](Cl)([C:16]([CH3:19])([CH3:18])[CH3:17])=[O:15].FC(F)(F)C(=N[Si](C)(C)C)O[Si](C)(C)C.CSC1C2C(=CC(Br)=CC=2Br)NC=1SC, predict the reaction product. The product is: [F:13][C:4]1[C:3]([CH2:2][NH:1][C:14]([C:16]([CH3:19])([CH3:18])[CH3:17])=[O:15])=[CH:11][CH:10]=[C:9]([F:12])[C:5]=1[C:6]([OH:8])=[O:7].